This data is from Catalyst prediction with 721,799 reactions and 888 catalyst types from USPTO. The task is: Predict which catalyst facilitates the given reaction. (1) Reactant: [C:1]([O:9]CC)(=O)[CH2:2][C:3]([O:5][CH2:6][CH3:7])=[O:4].[H-].[Na+].[H][H].[Cl:16][C:17]1[CH:36]=[CH:35][C:20]2[N:21]([CH2:27][C:28]3[CH:33]=[CH:32][C:31]([F:34])=[CH:30][CH:29]=3)C(=O)[O:23][C:24](=O)[C:19]=2[CH:18]=1.Cl. Product: [CH2:6]([O:5][C:3]([C:2]1[C:1](=[O:9])[N:21]([CH2:27][C:28]2[CH:33]=[CH:32][C:31]([F:34])=[CH:30][CH:29]=2)[C:20]2[C:19]([C:24]=1[OH:23])=[CH:18][C:17]([Cl:16])=[CH:36][CH:35]=2)=[O:4])[CH3:7]. The catalyst class is: 44. (2) Reactant: [C:1]([O:5][C:6]([NH:8][C:9]1[N:14]=[C:13]([CH2:15][C:16]([OH:18])=O)[C:12]([C:19]#[N:20])=[CH:11][CH:10]=1)=[O:7])([CH3:4])([CH3:3])[CH3:2].[Cl:21][C:22]1[CH:23]=[CH:24][C:25]([N:30]2[CH:34]=[N:33][N:32]=[N:31]2)=[C:26]([CH:29]=1)[CH2:27][NH2:28].ON1C2N=CC=CC=2N=N1.C(N=C=NCCCN(C)C)C. The catalyst class is: 39. Product: [C:1]([O:5][C:6]([NH:8][C:9]1[N:14]=[C:13]([CH2:15][C:16]([NH:28][CH2:27][C:26]2[CH:29]=[C:22]([Cl:21])[CH:23]=[CH:24][C:25]=2[N:30]2[CH:34]=[N:33][N:32]=[N:31]2)=[O:18])[C:12]([C:19]#[N:20])=[CH:11][CH:10]=1)=[O:7])([CH3:2])([CH3:3])[CH3:4]. (3) Reactant: [NH2:1][C@H:2]([C:7]([O:9]C)=[O:8])CC([O-])=O.[C:11]([O-])([O-])=[O:12].[Na+].[Na+].[C:17]1([CH2:23][CH2:24][C:25](Cl)=[O:26])[CH:22]=[CH:21][CH:20]=[CH:19][CH:18]=1.Cl.C[C:30]([CH3:32])=[O:31]. Product: [CH3:11][O:12][C:30](=[O:31])[CH2:32][CH:2]([NH:1][C:25](=[O:26])[CH2:24][CH2:23][C:17]1[CH:22]=[CH:21][CH:20]=[CH:19][CH:18]=1)[C:7]([OH:9])=[O:8]. The catalyst class is: 6.